This data is from Full USPTO retrosynthesis dataset with 1.9M reactions from patents (1976-2016). The task is: Predict the reactants needed to synthesize the given product. (1) Given the product [CH2:1]([O:8][C:9]([N:11]1[CH2:20][CH2:19][C:18]2[C:13](=[C:14]([C:27]3[CH:28]=[CH:29][C:24]([O:23][CH2:46][C:47]([OH:49])=[O:48])=[CH:25][CH:26]=3)[CH:15]=[CH:16][C:17]=2[F:21])[CH2:12]1)=[O:10])[C:2]1[CH:7]=[CH:6][CH:5]=[CH:4][CH:3]=1, predict the reactants needed to synthesize it. The reactants are: [CH2:1]([O:8][C:9]([N:11]1[CH2:20][CH2:19][C:18]2[C:13](=[C:14](Br)[CH:15]=[CH:16][C:17]=2[F:21])[CH2:12]1)=[O:10])[C:2]1[CH:7]=[CH:6][CH:5]=[CH:4][CH:3]=1.[OH:23][C:24]1[CH:29]=[CH:28][C:27](B(O)O)=[CH:26][CH:25]=1.C(=O)([O-])[O-].[Na+].[Na+].C([O-])([O-])=O.[K+].[K+].Br[CH2:46][C:47]([O:49]CC)=[O:48].[OH-].[Na+]. (2) Given the product [Cl:1][C:2]1[CH:3]=[C:4]([CH:18]=[CH:19][CH:20]=1)[CH2:5][NH:6][C:7]([C:9]1[CH:10]=[CH:11][C:12]2[C:16]([CH:17]=1)=[N:15][N:14]([CH2:22][CH2:23][C:24]1[CH:29]=[CH:28][CH:27]=[CH:26][CH:25]=1)[CH:13]=2)=[O:8], predict the reactants needed to synthesize it. The reactants are: [Cl:1][C:2]1[CH:3]=[C:4]([CH:18]=[CH:19][CH:20]=1)[CH2:5][NH:6][C:7]([C:9]1[CH:17]=[C:16]2[C:12]([CH:13]=[N:14][NH:15]2)=[CH:11][CH:10]=1)=[O:8].Br[CH2:22][CH2:23][C:24]1[CH:29]=[CH:28][CH:27]=[CH:26][CH:25]=1.N1C2C(=CC=CC=2)C=N1. (3) Given the product [CH:39]1([C:37]([N:35]([CH2:34][C@@H:10]2[CH2:9][NH:8][CH2:12][C@H:11]2[CH2:13][N:14]([CH:31]([CH3:33])[CH3:32])[C:15](=[O:30])[C:16]2[CH:21]=[CH:20][C:19]([O:22][CH3:23])=[C:18]([O:24][CH2:25][CH2:26][CH2:27][O:28][CH3:29])[CH:17]=2)[CH3:36])=[O:38])[CH2:41][CH2:40]1, predict the reactants needed to synthesize it. The reactants are: C(OC([N:8]1[CH2:12][C@@H:11]([CH2:13][N:14]([CH:31]([CH3:33])[CH3:32])[C:15](=[O:30])[C:16]2[CH:21]=[CH:20][C:19]([O:22][CH3:23])=[C:18]([O:24][CH2:25][CH2:26][CH2:27][O:28][CH3:29])[CH:17]=2)[C@H:10]([CH2:34][N:35]([C:37]([CH:39]2[CH2:41][CH2:40]2)=[O:38])[CH3:36])[CH2:9]1)=O)(C)(C)C.C(O)(C(F)(F)F)=O.C([O-])(O)=O.[Na+]. (4) Given the product [CH:12]1([C:4]2([CH:1]3[CH2:2][CH2:3]3)[CH2:6][CH:5]2[C:7]([OH:9])=[O:8])[CH2:14][CH2:13]1, predict the reactants needed to synthesize it. The reactants are: [CH:1]1([C:4]2([CH:12]3[CH2:14][CH2:13]3)[CH2:6][CH:5]2[C:7]([O:9]CC)=[O:8])[CH2:3][CH2:2]1.[OH-].[Na+]. (5) Given the product [Br:15][CH2:11][C:7]1[CH:6]=[C:5]2[C:10](=[CH:9][CH:8]=1)[C:2]([CH3:14])([CH3:1])[CH2:3][C:4]2([CH3:13])[CH3:12], predict the reactants needed to synthesize it. The reactants are: [CH3:1][C:2]1([CH3:14])[C:10]2[C:5](=[CH:6][C:7]([CH3:11])=[CH:8][CH:9]=2)[C:4]([CH3:13])([CH3:12])[CH2:3]1.[Br:15]N1C(=O)CCC1=O. (6) Given the product [CH3:21][O:22][C:23]1[CH:28]=[CH:27][C:26]([NH:29][CH2:2][CH2:3][CH2:4][O:5][C:6]2[CH:15]=[CH:14][C:13]3[C:8](=[CH:9][C:10]([O:16][CH2:17][CH2:18][CH2:19][NH:29][C:26]4[CH:27]=[CH:28][C:23]([O:22][CH3:21])=[CH:24][CH:25]=4)=[CH:11][CH:12]=3)[CH:7]=2)=[CH:25][CH:24]=1, predict the reactants needed to synthesize it. The reactants are: Cl[CH2:2][CH2:3][CH2:4][O:5][C:6]1[CH:15]=[CH:14][C:13]2[C:8](=[CH:9][C:10]([O:16][CH2:17][CH2:18][CH2:19]Cl)=[CH:11][CH:12]=2)[CH:7]=1.[CH3:21][O:22][C:23]1[CH:28]=[CH:27][C:26]([NH2:29])=[CH:25][CH:24]=1. (7) Given the product [F:17][C:16]1[C:11]([C:6]2[C:7]([F:10])=[C:8]([F:9])[C:3]([CH2:2][S:26]([C:25]([F:30])([F:29])[F:24])(=[O:28])=[O:27])=[C:4]([F:23])[C:5]=2[F:22])=[C:12]([F:21])[C:13]([F:20])=[C:14]([F:19])[C:15]=1[F:18], predict the reactants needed to synthesize it. The reactants are: Br[CH2:2][C:3]1[C:8]([F:9])=[C:7]([F:10])[C:6]([C:11]2[C:16]([F:17])=[C:15]([F:18])[C:14]([F:19])=[C:13]([F:20])[C:12]=2[F:21])=[C:5]([F:22])[C:4]=1[F:23].[F:24][C:25]([F:30])([F:29])[S:26]([O-:28])=[O:27].[Na+].O.C(OCC)(=O)C.